This data is from NCI-60 drug combinations with 297,098 pairs across 59 cell lines. The task is: Regression. Given two drug SMILES strings and cell line genomic features, predict the synergy score measuring deviation from expected non-interaction effect. (1) Drug 1: CC1CCC2CC(C(=CC=CC=CC(CC(C(=O)C(C(C(=CC(C(=O)CC(OC(=O)C3CCCCN3C(=O)C(=O)C1(O2)O)C(C)CC4CCC(C(C4)OC)OCCO)C)C)O)OC)C)C)C)OC. Drug 2: C1CCC(C(C1)N)N.C(=O)(C(=O)[O-])[O-].[Pt+4]. Cell line: OVCAR-8. Synergy scores: CSS=26.8, Synergy_ZIP=-2.51, Synergy_Bliss=0.176, Synergy_Loewe=3.99, Synergy_HSA=3.12. (2) Synergy scores: CSS=9.39, Synergy_ZIP=6.11, Synergy_Bliss=8.86, Synergy_Loewe=7.38, Synergy_HSA=7.54. Drug 1: CC1=C(C=C(C=C1)NC2=NC=CC(=N2)N(C)C3=CC4=NN(C(=C4C=C3)C)C)S(=O)(=O)N.Cl. Cell line: IGROV1. Drug 2: CCN(CC)CCCC(C)NC1=C2C=C(C=CC2=NC3=C1C=CC(=C3)Cl)OC. (3) Drug 1: C1CCC(CC1)NC(=O)N(CCCl)N=O. Drug 2: CCN(CC)CCCC(C)NC1=C2C=C(C=CC2=NC3=C1C=CC(=C3)Cl)OC. Cell line: SK-MEL-28. Synergy scores: CSS=26.7, Synergy_ZIP=9.11, Synergy_Bliss=10.3, Synergy_Loewe=6.82, Synergy_HSA=9.82. (4) Drug 1: CC1C(C(CC(O1)OC2CC(CC3=C2C(=C4C(=C3O)C(=O)C5=C(C4=O)C(=CC=C5)OC)O)(C(=O)C)O)N)O.Cl. Drug 2: C1=C(C(=O)NC(=O)N1)N(CCCl)CCCl. Cell line: SF-295. Synergy scores: CSS=48.8, Synergy_ZIP=6.79, Synergy_Bliss=5.67, Synergy_Loewe=1.49, Synergy_HSA=8.47.